Dataset: Catalyst prediction with 721,799 reactions and 888 catalyst types from USPTO. Task: Predict which catalyst facilitates the given reaction. Reactant: [F:1][C:2]1[CH:18]=[CH:17][C:5]2[CH2:6][CH2:7][N:8]([C:11](=[O:16])[C:12]([F:15])([F:14])[F:13])[CH2:9][CH2:10][C:4]=2[C:3]=1[OH:19].[F:20][C:21]([F:34])([F:33])[S:22](O[S:22]([C:21]([F:34])([F:33])[F:20])(=[O:24])=[O:23])(=[O:24])=[O:23]. Product: [F:1][C:2]1[CH:18]=[CH:17][C:5]2[CH2:6][CH2:7][N:8]([C:11](=[O:16])[C:12]([F:15])([F:13])[F:14])[CH2:9][CH2:10][C:4]=2[C:3]=1[O:19][S:22]([C:21]([F:34])([F:33])[F:20])(=[O:24])=[O:23]. The catalyst class is: 202.